From a dataset of Forward reaction prediction with 1.9M reactions from USPTO patents (1976-2016). Predict the product of the given reaction. (1) The product is: [NH2:36][C:37]1[N:42]=[CH:41][C:40]([C:20]2[N:21]=[C:22]([N:23]3[CH2:28][CH2:27][O:26][CH2:25][CH2:24]3)[C:17]3[N:16]=[N:15][N:14]([CH:11]4[CH2:12][CH2:13][N:8]([C:1]([O:3][C:4]([CH3:7])([CH3:6])[CH3:5])=[O:2])[CH2:9][CH2:10]4)[C:18]=3[N:19]=2)=[CH:39][N:38]=1. Given the reactants [C:1]([N:8]1[CH2:13][CH2:12][CH:11]([N:14]2[C:18]3[N:19]=[C:20](Cl)[N:21]=[C:22]([N:23]4[CH2:28][CH2:27][O:26][CH2:25][CH2:24]4)[C:17]=3[N:16]=[N:15]2)[CH2:10][CH2:9]1)([O:3][C:4]([CH3:7])([CH3:6])[CH3:5])=[O:2].C([O-])([O-])=O.[Na+].[Na+].[NH2:36][C:37]1[N:42]=[C:41](B2OC(C)(C)C(C)(C)O2)[CH:40]=[CH:39][N:38]=1, predict the reaction product. (2) The product is: [CH3:1][O:2][C:3](=[O:30])[CH2:4][CH2:5][CH:6]([NH:15][C:16](=[O:29])[CH2:17][CH2:18][CH2:19][CH2:20][CH2:21][CH2:22][C:23]1[CH:24]=[CH:25][CH:26]=[CH:27][CH:28]=1)[CH2:7][C:8]1[CH:13]=[CH:12][C:11]([O:14][CH2:38][C:33]2[CH:34]=[CH:35][CH:36]=[CH:37][N:32]=2)=[CH:10][CH:9]=1. Given the reactants [CH3:1][O:2][C:3](=[O:30])[CH2:4][CH2:5][CH:6]([NH:15][C:16](=[O:29])[CH2:17][CH2:18][CH2:19][CH2:20][CH2:21][CH2:22][C:23]1[CH:28]=[CH:27][CH:26]=[CH:25][CH:24]=1)[CH2:7][C:8]1[CH:13]=[CH:12][C:11]([OH:14])=[CH:10][CH:9]=1.Cl.[N:32]1[CH:37]=[CH:36][CH:35]=[CH:34][C:33]=1[CH2:38]Cl.C([O-])([O-])=O.[K+].[K+], predict the reaction product. (3) Given the reactants [CH3:1][N:2]1[CH2:7][CH2:6][N:5]([CH2:8][C:9]2[CH:14]=[CH:13][C:12]([NH2:15])=[CH:11][CH:10]=2)[CH2:4][CH2:3]1.Cl[C:17]1([C:29]2[C:30]([O:35][CH2:36][CH3:37])=[N:31][CH:32]=[CH:33][CH:34]=2)[C:25]2[C:20](=[CH:21][CH:22]=[C:23]([C:26]#[N:27])[CH:24]=2)[NH:19][C:18]1=[O:28].CCN(C(C)C)C(C)C.C([O-])(O)=O.[Na+], predict the reaction product. The product is: [CH2:36]([O:35][C:30]1[C:29]([C:17]2([NH:15][C:12]3[CH:13]=[CH:14][C:9]([CH2:8][N:5]4[CH2:6][CH2:7][N:2]([CH3:1])[CH2:3][CH2:4]4)=[CH:10][CH:11]=3)[C:25]3[C:20](=[CH:21][CH:22]=[C:23]([C:26]#[N:27])[CH:24]=3)[NH:19][C:18]2=[O:28])=[CH:34][CH:33]=[CH:32][N:31]=1)[CH3:37]. (4) The product is: [CH3:20][C:19]1[O:1][C:2]([CH2:3][CH:4]2[CH2:9][CH2:8][N:7]([C:10]([O:12][C:13]([CH3:15])([CH3:16])[CH3:14])=[O:11])[CH2:6][CH2:5]2)=[N:17][CH:18]=1. Given the reactants [O:1]=[C:2]([NH:17][CH2:18][C:19]#[CH:20])[CH2:3][CH:4]1[CH2:9][CH2:8][N:7]([C:10]([O:12][C:13]([CH3:16])([CH3:15])[CH3:14])=[O:11])[CH2:6][CH2:5]1, predict the reaction product. (5) Given the reactants [NH2:1][CH2:2][C@@H:3]([C@@H:5]1[CH2:13][C:12]2[C:7](=[CH:8][CH:9]=[CH:10][CH:11]=2)[N:6]1[C:14]([O:16][CH2:17][C:18]1[CH:23]=[CH:22][CH:21]=[CH:20][CH:19]=1)=[O:15])[OH:4].[CH3:24][C:25](OC(C)=O)=[O:26], predict the reaction product. The product is: [C:25]([NH:1][CH2:2][C@@H:3]([C@@H:5]1[CH2:13][C:12]2[C:7](=[CH:8][CH:9]=[CH:10][CH:11]=2)[N:6]1[C:14]([O:16][CH2:17][C:18]1[CH:19]=[CH:20][CH:21]=[CH:22][CH:23]=1)=[O:15])[OH:4])(=[O:26])[CH3:24]. (6) Given the reactants [Cl:1][C:2]1[C:11]([CH:12]=[O:13])=[CH:10][C:9]2[C:4](=[CH:5][CH:6]=[C:7]([O:14][CH2:15][C:16]([O:18][C:19]([CH3:22])([CH3:21])[CH3:20])=[O:17])[CH:8]=2)[N:3]=1.CC(=CC)C.Cl([O-])=[O:29].[Na+].P([O-])(O)(O)=O.[Na+], predict the reaction product. The product is: [C:19]([O:18][C:16](=[O:17])[CH2:15][O:14][C:7]1[CH:8]=[C:9]2[C:4](=[CH:5][CH:6]=1)[N:3]=[C:2]([Cl:1])[C:11]([C:12]([OH:29])=[O:13])=[CH:10]2)([CH3:22])([CH3:21])[CH3:20]. (7) Given the reactants C(O[C:4]1[C:5](=[O:16])[C:6](=[O:15])[C:7]=1[NH:8][C:9]1[CH:14]=[CH:13][N:12]=[CH:11][CH:10]=1)C.[O:17]([C:24]1[CH:29]=[CH:28][C:27]([CH2:30][CH2:31][NH2:32])=[CH:26][CH:25]=1)[C:18]1[CH:23]=[CH:22][CH:21]=[CH:20][CH:19]=1, predict the reaction product. The product is: [O:17]([C:24]1[CH:25]=[CH:26][C:27]([CH2:30][CH2:31][NH:32][C:4]2[C:5](=[O:16])[C:6](=[O:15])[C:7]=2[NH:8][C:9]2[CH:10]=[CH:11][N:12]=[CH:13][CH:14]=2)=[CH:28][CH:29]=1)[C:18]1[CH:23]=[CH:22][CH:21]=[CH:20][CH:19]=1. (8) The product is: [Cl:31][C:28]1[CH:29]=[CH:30][C:25]([C@@:14]23[O:24][C@@:11]([CH:42]([OH:44])[CH3:43])([CH2:12][O:13]2)[C@H:10]([OH:45])[C@H:9]([OH:8])[C@H:15]3[OH:16])=[CH:26][C:27]=1[CH2:32][C:33]1[CH:34]=[CH:35][C:36]([O:39][CH2:40][CH3:41])=[CH:37][CH:38]=1. Given the reactants C([O:8][C@@H:9]1[C@@H:15]([O:16]CC2C=CC=CC=2)[C@:14]2([C:25]3[CH:30]=[CH:29][C:28]([Cl:31])=[C:27]([CH2:32][C:33]4[CH:38]=[CH:37][C:36]([O:39][CH2:40][CH3:41])=[CH:35][CH:34]=4)[CH:26]=3)[O:24][C@@:11]([CH:42]([OH:44])[CH3:43])([CH2:12][O:13]2)[C@@H:10]1[OH:45])C1C=CC=CC=1.Cl, predict the reaction product. (9) Given the reactants [CH2:1]([C:4]1[C:12]([O:13][CH:14]([F:16])[F:15])=[CH:11][C:10]([CH3:17])=[C:9]2[C:5]=1[CH:6]=[CH:7][N:8]2[C:18]([O:20][C:21]([CH3:24])([CH3:23])[CH3:22])=[O:19])[CH:2]=[CH2:3], predict the reaction product. The product is: [F:16][CH:14]([F:15])[O:13][C:12]1[C:4]([CH:1]=[CH:2][CH3:3])=[C:5]2[C:9](=[C:10]([CH3:17])[CH:11]=1)[N:8]([C:18]([O:20][C:21]([CH3:23])([CH3:24])[CH3:22])=[O:19])[CH:7]=[CH:6]2.